From a dataset of Peptide-MHC class I binding affinity with 185,985 pairs from IEDB/IMGT. Regression. Given a peptide amino acid sequence and an MHC pseudo amino acid sequence, predict their binding affinity value. This is MHC class I binding data. The MHC is HLA-A11:01 with pseudo-sequence HLA-A11:01. The binding affinity (normalized) is 0.0847. The peptide sequence is APTGDLPRA.